From a dataset of Full USPTO retrosynthesis dataset with 1.9M reactions from patents (1976-2016). Predict the reactants needed to synthesize the given product. Given the product [OH2:5].[CH3:1][C:2]1[CH:10]=[C:9]([C:11]([NH:13][C:14]2[CH:19]=[CH:18][CH:17]=[C:16]([C:20]3[C:29]4[C:24](=[CH:25][C:26]([O:32][CH3:33])=[C:27]([O:30][CH3:31])[CH:28]=4)[N:23]=[C:22]([NH:34][CH3:35])[N:21]=3)[CH:15]=2)=[O:12])[CH:8]=[CH:7][C:3]=1[C:4]([OH:6])=[O:5], predict the reactants needed to synthesize it. The reactants are: [CH3:1][C:2]1[CH:10]=[C:9]([C:11]([NH:13][C:14]2[CH:19]=[CH:18][CH:17]=[C:16]([C:20]3[C:29]4[C:24](=[CH:25][C:26]([O:32][CH3:33])=[C:27]([O:30][CH3:31])[CH:28]=4)[N:23]=[C:22]([NH:34][CH3:35])[N:21]=3)[CH:15]=2)=[O:12])[CH:8]=[CH:7][C:3]=1[C:4]([OH:6])=[O:5].